This data is from Full USPTO retrosynthesis dataset with 1.9M reactions from patents (1976-2016). The task is: Predict the reactants needed to synthesize the given product. (1) The reactants are: [OH:1][CH:2]1[CH2:7][CH2:6][C:5](=[O:8])[CH:4]=[CH:3]1.[C:9](=[O:16])([O:11][C:12]([CH3:15])([CH3:14])[CH3:13])[NH2:10]. Given the product [OH:8][C@H:5]1[CH2:6][CH2:7][C:2](=[O:1])[CH2:3][C@H:4]1[NH:10][C:9](=[O:16])[O:11][C:12]([CH3:15])([CH3:14])[CH3:13], predict the reactants needed to synthesize it. (2) The reactants are: [CH2:1]([O:8][C:9]1[CH:10]=[CH:11][C:12]([CH3:18])=[C:13]([CH:17]=1)[C:14](O)=[O:15])[C:2]1[CH:7]=[CH:6][CH:5]=[CH:4][CH:3]=1.C(Cl)(=O)C([Cl:22])=O. Given the product [CH2:1]([O:8][C:9]1[CH:10]=[CH:11][C:12]([CH3:18])=[C:13]([CH:17]=1)[C:14]([Cl:22])=[O:15])[C:2]1[CH:7]=[CH:6][CH:5]=[CH:4][CH:3]=1, predict the reactants needed to synthesize it.